This data is from Forward reaction prediction with 1.9M reactions from USPTO patents (1976-2016). The task is: Predict the product of the given reaction. Given the reactants [O:1]=[C:2]1[C:7]2[S:8][CH:9]=[C:10]([C:11]([OH:13])=O)[C:6]=2[CH2:5][CH2:4][CH2:3]1.[CH2:14]([N:16](CC)CC)[CH3:15].C(Cl)(=O)OCC.C(N)C.O1CCCC1, predict the reaction product. The product is: [CH2:14]([NH:16][C:11]([C:10]1[C:6]2[CH2:5][CH2:4][CH2:3][C:2](=[O:1])[C:7]=2[S:8][CH:9]=1)=[O:13])[CH3:15].